Dataset: Choline transporter screen with 302,306 compounds. Task: Binary Classification. Given a drug SMILES string, predict its activity (active/inactive) in a high-throughput screening assay against a specified biological target. The molecule is Clc1ccc(C(=O)NCCCC(=O)Nc2c(cccc2)C(F)(F)F)cc1. The result is 0 (inactive).